Dataset: Forward reaction prediction with 1.9M reactions from USPTO patents (1976-2016). Task: Predict the product of the given reaction. (1) Given the reactants CI.[F:3][C:4]1[CH:5]=[C:6]([SH:11])[CH:7]=[C:8]([F:10])[CH:9]=1.[C:12](=O)([O-])[O-].[K+].[K+], predict the reaction product. The product is: [F:3][C:4]1[CH:5]=[C:6]([S:11][CH3:12])[CH:7]=[C:8]([F:10])[CH:9]=1. (2) Given the reactants [OH:1][C:2]1[CH:7]=[C:6]([O:8][C:9]2[CH:10]=[N:11][C:12]([S:15]([CH3:18])(=[O:17])=[O:16])=[CH:13][CH:14]=2)[CH:5]=[CH:4][C:3]=1[NH:19][N:20]=[C:21]([CH3:27])[C:22]([O:24][CH2:25][CH3:26])=[O:23].[CH3:28][S:29](Cl)(=[O:31])=[O:30].O, predict the reaction product. The product is: [CH3:28][S:29]([O:1][C:2]1[CH:7]=[C:6]([O:8][C:9]2[CH:10]=[N:11][C:12]([S:15]([CH3:18])(=[O:16])=[O:17])=[CH:13][CH:14]=2)[CH:5]=[CH:4][C:3]=1[NH:19][N:20]=[C:21]([CH3:27])[C:22]([O:24][CH2:25][CH3:26])=[O:23])(=[O:31])=[O:30]. (3) Given the reactants [CH3:1][O:2][C:3](=[O:22])[CH2:4][NH:5][C:6]1[CH:7]=[N:8][CH:9]=[CH:10][C:11]=1[C:12]1[CH:17]=[C:16]([F:18])[C:15]([F:19])=[CH:14][C:13]=1[O:20][CH3:21].[CH3:23][S:24]([C:27]1[CH:28]=[C:29]([CH:33]=[C:34]([C:36]([F:39])([F:38])[F:37])[CH:35]=1)[C:30](O)=[O:31])(=[O:26])=[O:25], predict the reaction product. The product is: [CH3:1][O:2][C:3](=[O:22])[CH2:4][N:5]([C:6]1[CH:7]=[N:8][CH:9]=[CH:10][C:11]=1[C:12]1[CH:17]=[C:16]([F:18])[C:15]([F:19])=[CH:14][C:13]=1[O:20][CH3:21])[C:30](=[O:31])[C:29]1[CH:33]=[C:34]([C:36]([F:39])([F:37])[F:38])[CH:35]=[C:27]([S:24]([CH3:23])(=[O:26])=[O:25])[CH:28]=1. (4) Given the reactants [Br:1][C:2]1[C:3]([O:10][CH2:11][CH3:12])=[N:4][CH:5]=[C:6]([CH2:8]Cl)[CH:7]=1.C1OCCOCCOCCOCCOCCOC1.C([O-])([O-])=O.[K+].[K+].[NH:37]1[CH:41]=[N:40][C:39]([C:42]([O:44][CH3:45])=[O:43])=[N:38]1, predict the reaction product. The product is: [Br:1][C:2]1[CH:7]=[C:6]([CH2:8][N:37]2[CH:41]=[N:40][C:39]([C:42]([O:44][CH3:45])=[O:43])=[N:38]2)[CH:5]=[N:4][C:3]=1[O:10][CH2:11][CH3:12]. (5) Given the reactants FC1C=CC=CC=1C1C=CN(C)N=1.[F:14][C:15]1[CH:20]=[CH:19][CH:18]=[CH:17][C:16]=1[C:21]1[N:25]([CH3:26])[N:24]=[CH:23][CH:22]=1.[Br:27]Br, predict the reaction product. The product is: [Br:27][C:22]1[CH:23]=[N:24][N:25]([CH3:26])[C:21]=1[C:16]1[CH:17]=[CH:18][CH:19]=[CH:20][C:15]=1[F:14]. (6) Given the reactants Cl.[N:2]1([CH:15]2[CH2:20][CH2:19][CH2:18][NH:17][CH2:16]2)[C:13]2=[C:14]3[C:9](=[CH:10][CH:11]=[CH:12]2)[CH:8]=[N:7][CH:6]=[C:5]3[CH2:4][CH2:3]1.Br[CH2:22][C:23]#[N:24], predict the reaction product. The product is: [N:2]1([CH:15]2[CH2:20][CH2:19][CH2:18][N:17]([CH2:22][C:23]#[N:24])[CH2:16]2)[C:13]2=[C:14]3[C:9](=[CH:10][CH:11]=[CH:12]2)[CH:8]=[N:7][CH:6]=[C:5]3[CH2:4][CH2:3]1. (7) Given the reactants C[O:2][C:3]([CH:5]1[C:14]2[N:13]=[CH:12][N:11]([C:15]([C:28]3[CH:33]=[CH:32][CH:31]=[CH:30][CH:29]=3)([C:22]3[CH:27]=[CH:26][CH:25]=[CH:24][CH:23]=3)[C:16]3[CH:21]=[CH:20][CH:19]=[CH:18][CH:17]=3)[C:10]=2[CH2:9][CH2:8][CH2:7][CH2:6]1)=O.[H-].[Al+3].[Li+].[H-].[H-].[H-].O.[OH-].[Na+], predict the reaction product. The product is: [C:28]1([C:15]([C:16]2[CH:21]=[CH:20][CH:19]=[CH:18][CH:17]=2)([C:22]2[CH:23]=[CH:24][CH:25]=[CH:26][CH:27]=2)[N:11]2[C:10]3[CH2:9][CH2:8][CH2:7][CH2:6][CH:5]([CH2:3][OH:2])[C:14]=3[N:13]=[CH:12]2)[CH:33]=[CH:32][CH:31]=[CH:30][CH:29]=1. (8) Given the reactants C([O:5][C:6](=[O:32])[CH2:7][S:8](=[O:31])(=[O:30])[N:9]([C:16]1[S:17][CH:18]=[C:19]([C:21]2[CH:26]=[CH:25][C:24]([CH:27]([CH3:29])[CH3:28])=[CH:23][CH:22]=2)[N:20]=1)[CH2:10][C:11]1[S:12][CH:13]=[CH:14][CH:15]=1)(C)(C)C.Cl, predict the reaction product. The product is: [CH:27]([C:24]1[CH:23]=[CH:22][C:21]([C:19]2[N:20]=[C:16]([N:9]([CH2:10][C:11]3[S:12][CH:13]=[CH:14][CH:15]=3)[S:8]([CH2:7][C:6]([OH:32])=[O:5])(=[O:30])=[O:31])[S:17][CH:18]=2)=[CH:26][CH:25]=1)([CH3:29])[CH3:28]. (9) Given the reactants [CH3:1][O:2][C:3]1[CH:8]=[CH:7][C:6]([C:9]2[CH:14]=[CH:13][CH:12]=[CH:11][C:10]=2[C:15]([NH:17][C:18]2[CH:23]=[CH:22][C:21]([N:24]([CH2:32][CH2:33][C:34]3[N:35]=[C:36]([CH3:39])[S:37][CH:38]=3)C(=O)OC(C)(C)C)=[CH:20][CH:19]=2)=[O:16])=[CH:5][CH:4]=1.FC(F)(F)C(O)=O, predict the reaction product. The product is: [CH3:1][O:2][C:3]1[CH:8]=[CH:7][C:6]([C:9]2[C:10]([C:15]([NH:17][C:18]3[CH:23]=[CH:22][C:21]([NH:24][CH2:32][CH2:33][C:34]4[N:35]=[C:36]([CH3:39])[S:37][CH:38]=4)=[CH:20][CH:19]=3)=[O:16])=[CH:11][CH:12]=[CH:13][CH:14]=2)=[CH:5][CH:4]=1. (10) Given the reactants [CH3:1]/[C:2](/[C:6]#[C:7][C:8]1[CH:13]=[CH:12][CH:11]=[CH:10][CH:9]=1)=[CH:3]\[CH2:4][OH:5].C(P(CCCC)CCCC)CCC.N(C(N1CCCCC1)=O)=NC(N1CCCCC1)=O.[CH2:45]([O:47][C@@H:48]([CH2:54][C:55]1[CH:60]=[CH:59][C:58](O)=[CH:57][CH:56]=1)[C:49]([O:51][CH2:52][CH3:53])=[O:50])[CH3:46], predict the reaction product. The product is: [CH2:52]([O:51][C:49](=[O:50])[C@@H:48]([O:47][CH2:45][CH3:46])[CH2:54][C:55]1[CH:60]=[CH:59][C:58]([O:5][CH2:4]/[CH:3]=[C:2](\[CH3:1])/[C:6]#[C:7][C:8]2[CH:13]=[CH:12][CH:11]=[CH:10][CH:9]=2)=[CH:57][CH:56]=1)[CH3:53].